The task is: Predict the product of the given reaction.. This data is from Forward reaction prediction with 1.9M reactions from USPTO patents (1976-2016). Given the reactants C1C2C3=CC4[CH:14]=[CH:15][C:16](C(N)=O)=[CH:17][C:18]=4[N:9]3CC=CC=2C=CC=1.[CH:22]1C2[C:22]3=[CH:23][C:24]4[CH:22]=[CH:23][C:24](C(O)=O)=[CH:25][C:25]=4N3CC=CC=2[CH:25]=[CH:24][CH:23]=1.[C:43]([N:50]1[CH:54]=[CH:53][N:52]=[CH:51]1)(N1C=CN=C1)=[O:44].CC(S(N)(=O)=O)C.C1CCN2C(=NCCC2)CC1.[ClH:73], predict the reaction product. The product is: [Cl:73][C:18]1[C:17]([C:43]([N:50]2[CH:54]3[CH2:25][CH2:24][CH:23]2[CH2:22][N:52]([CH3:51])[CH2:53]3)=[O:44])=[CH:16][CH:15]=[CH:14][N:9]=1.